This data is from Reaction yield outcomes from USPTO patents with 853,638 reactions. The task is: Predict the reaction yield, written as a fraction of the theoretical maximum amount of product (1.0 means a 100% yield; for example, 0.34 means a 34% yield). (1) The reactants are [F:1][C:2]1[C:10]([O:11][C:12]2[C:17]3=[C:18]([CH3:25])[C:19](C(O)(C)C)=[CH:20][N:16]3[N:15]=[CH:14][N:13]=2)=[CH:9][CH:8]=[C:7]2[C:3]=1[CH:4]=[C:5]([CH3:26])[NH:6]2.[CH2:27]1[O:29][CH:28]1[CH2:30][OH:31].C(N(CC)CC)C.C([OH:41])C. No catalyst specified. The product is [F:1][C:2]1[C:10]([O:11][C:12]2[C:17]3=[C:18]([CH3:25])[C:19]([O:29][CH2:27][C@@H:28]([OH:41])[CH2:30][OH:31])=[CH:20][N:16]3[N:15]=[CH:14][N:13]=2)=[CH:9][CH:8]=[C:7]2[C:3]=1[CH:4]=[C:5]([CH3:26])[NH:6]2. The yield is 0.480. (2) The product is [NH2:8][C:9]1[CH:10]=[C:11]([C:17]2[CH:18]=[CH:19][C:20](/[CH:23]=[CH:24]/[C:25]3[N:26]([CH2:38][C:39]4[CH:40]=[CH:41][C:42]([C:43]([OH:45])=[O:44])=[CH:46][CH:47]=4)[CH:27]=[C:28]([C:30]4[CH:35]=[CH:34][C:33]([Cl:36])=[CH:32][C:31]=4[Cl:37])[N:29]=3)=[CH:21][CH:22]=2)[CH:12]=[CH:13][C:14]=1[O:15][CH3:16]. The reactants are C(OC([NH:8][C:9]1[CH:10]=[C:11]([C:17]2[CH:22]=[CH:21][C:20](/[CH:23]=[CH:24]/[C:25]3[N:26]([CH2:38][C:39]4[CH:47]=[CH:46][C:42]([C:43]([OH:45])=[O:44])=[CH:41][CH:40]=4)[CH:27]=[C:28]([C:30]4[CH:35]=[CH:34][C:33]([Cl:36])=[CH:32][C:31]=4[Cl:37])[N:29]=3)=[CH:19][CH:18]=2)[CH:12]=[CH:13][C:14]=1[O:15][CH3:16])=O)(C)(C)C.Cl. The catalyst is O1CCOCC1. The yield is 0.740. (3) The product is [NH:28]([C:55]([O:57][C:58]([CH3:61])([CH3:60])[CH3:59])=[O:56])[C@@H:29]([C:45]([N:47]1[CH2:54][CH2:53][CH2:52][C@H:48]1[C:49]([OH:51])=[O:50])=[O:46])[CH2:30][C:31]1[CH:32]=[CH:33][C:34]([OH:37])=[CH:35][CH:36]=1.[C:62]([C:64]1[CH:71]=[CH:70][C:67]([CH2:68][NH-:69])=[CH:66][CH:65]=1)#[N:63]. The reactants are N(C(OC(C)(C)C)=O)[C@@H](C(O)=O)CC1C=CC(OCC2C=CC=CC=2)=CC=1.[NH:28]([C:55]([O:57][C:58]([CH3:61])([CH3:60])[CH3:59])=[O:56])[C@@H:29]([C:45]([N:47]1[CH2:54][CH2:53][CH2:52][C@H:48]1[C:49]([OH:51])=[O:50])=[O:46])[CH2:30][C:31]1[CH:36]=[CH:35][C:34]([O:37]CC2C=CC=CC=2)=[CH:33][CH:32]=1.[C:62]([C:64]1[CH:71]=[CH:70][C:67]([CH2:68][NH-:69])=[CH:66][CH:65]=1)#[N:63]. The catalyst is CO.[Pd]. The yield is 1.00. (4) The reactants are [CH3:1][O:2][C:3]([C:5]1[CH:6]=[C:7]2[C:12](=[CH:13][CH:14]=1)[CH:11]=[C:10](C(O)=O)[CH:9]=[CH:8]2)=[O:4].CC[N:20](CC)CC.C1C=CC(P(N=[N+]=[N-])(C2C=CC=CC=2)=O)=CC=1.[C:42]([O-:45])(O)=[O:43].[Na+].[CH3:47][C:48](O)([CH3:50])[CH3:49]. No catalyst specified. The product is [C:48]([O:45][C:42]([NH:20][C:10]1[CH:11]=[C:12]2[C:7](=[CH:8][CH:9]=1)[CH:6]=[C:5]([C:3]([O:2][CH3:1])=[O:4])[CH:14]=[CH:13]2)=[O:43])([CH3:50])([CH3:49])[CH3:47]. The yield is 0.780. (5) The reactants are [NH2:1][C:2]1[C:3]([C:9](O)=O)=[N:4][C:5]([Br:8])=[CH:6][N:7]=1.[C:12]1([C:18](=[S:21])[NH:19][NH2:20])[CH:17]=[CH:16][CH:15]=[CH:14][CH:13]=1.BrP(Br)(C1C=CC=CC=1)(C1C=CC=CC=1)C1C=CC=CC=1.CCN(C(C)C)C(C)C. The catalyst is C(#N)C. The product is [Br:8][C:5]1[N:4]=[C:3]([C:9]2[S:21][C:18]([C:12]3[CH:17]=[CH:16][CH:15]=[CH:14][CH:13]=3)=[N:19][N:20]=2)[C:2]([NH2:1])=[N:7][CH:6]=1. The yield is 0.430. (6) The reactants are [I:1][C:2]1[C:10]2[O:9][CH:8]=[CH:7][C:6]=2[CH:5]=[C:4]([N+:11]([O-])=O)[CH:3]=1.CO.O1CCOCC1.[Cl-].[NH4+]. The catalyst is O.[Fe]. The product is [I:1][C:2]1[C:10]2[O:9][CH:8]=[CH:7][C:6]=2[CH:5]=[C:4]([NH2:11])[CH:3]=1. The yield is 0.990. (7) The reactants are [CH3:1][C:2]([C:22]([O:24][CH3:25])=[O:23])([CH3:21])[NH:3][C:4]([C:6]1[CH:11]=[CH:10][C:9]([C:12]2[CH:17]=[CH:16][C:15]([N+:18]([O-:20])=[O:19])=[CH:14][CH:13]=2)=[CH:8][CH:7]=1)=[O:5].[H-].[Na+].[CH3:28]N(C)C=O.IC. The catalyst is O. The product is [CH3:28][N:3]([C:4]([C:6]1[CH:7]=[CH:8][C:9]([C:12]2[CH:17]=[CH:16][C:15]([N+:18]([O-:20])=[O:19])=[CH:14][CH:13]=2)=[CH:10][CH:11]=1)=[O:5])[C:2]([CH3:1])([C:22]([O:24][CH3:25])=[O:23])[CH3:21]. The yield is 0.940.